This data is from Forward reaction prediction with 1.9M reactions from USPTO patents (1976-2016). The task is: Predict the product of the given reaction. (1) Given the reactants [Br:1][C:2]1[CH:10]=[C:9]2[C:5]([C:6]([CH3:13])([CH3:12])[C:7](=[O:11])[NH:8]2)=[CH:4][CH:3]=1.Br[CH2:15][C:16]1[CH:21]=[CH:20][C:19]([O:22][CH3:23])=[CH:18][CH:17]=1.C(=O)([O-])[O-].[Cs+].[Cs+], predict the reaction product. The product is: [Br:1][C:2]1[CH:10]=[C:9]2[C:5]([C:6]([CH3:13])([CH3:12])[C:7](=[O:11])[N:8]2[CH2:15][C:16]2[CH:21]=[CH:20][C:19]([O:22][CH3:23])=[CH:18][CH:17]=2)=[CH:4][CH:3]=1. (2) Given the reactants Cl[C:2]1[C:11]2[C:6](=[CH:7][C:8]([Cl:12])=[CH:9][CH:10]=2)[N:5]=[CH:4][CH:3]=1.[CH:13]1[C:14]2[C:29](=O)[C:28]([C:31]([OH:33])=[O:32])=[CH:27][N:26]([CH:34]3[CH2:36][CH2:35]3)[C:15]=2[CH:16]=[C:17]([N:20]2[CH2:25][CH2:24][NH:23][CH2:22][CH2:21]2)[C:18]=1[F:19].C(=O)([O-])[O-].[K+].[K+], predict the reaction product. The product is: [Cl:12][C:8]1[CH:7]=[C:6]2[C:11]([C:2]([N:23]3[CH2:24][CH2:25][N:20]([C:17]4[CH:16]=[C:15]5[C:14]([CH2:29][C:28]([C:31]([OH:33])=[O:32])=[CH:27][N:26]5[CH:34]5[CH2:36][CH2:35]5)=[CH:13][C:18]=4[F:19])[CH2:21][CH2:22]3)=[CH:3][CH:4]=[N:5]2)=[CH:10][CH:9]=1. (3) Given the reactants [Cl:1][C:2]1[CH:10]=[C:9]2[C:5]([C:6]([CH:11]=[O:12])=[CH:7][NH:8]2)=[CH:4][C:3]=1[C:13]1[CH:18]=[CH:17][CH:16]=[C:15]([O:19][CH3:20])[CH:14]=1.CC(=CC)C.Cl([O-])=[O:27].[Na+].P([O-])(O)(O)=O.[Na+], predict the reaction product. The product is: [Cl:1][C:2]1[CH:10]=[C:9]2[C:5]([C:6]([C:11]([OH:27])=[O:12])=[CH:7][NH:8]2)=[CH:4][C:3]=1[C:13]1[CH:18]=[CH:17][CH:16]=[C:15]([O:19][CH3:20])[CH:14]=1.